The task is: Regression. Given two drug SMILES strings and cell line genomic features, predict the synergy score measuring deviation from expected non-interaction effect.. This data is from Merck oncology drug combination screen with 23,052 pairs across 39 cell lines. (1) Drug 2: Cn1cc(-c2cnn3c(N)c(Br)c(C4CCCNC4)nc23)cn1. Drug 1: C#Cc1cccc(Nc2ncnc3cc(OCCOC)c(OCCOC)cc23)c1. Cell line: SKMES1. Synergy scores: synergy=1.98. (2) Drug 1: NC1CCCCC1N.O=C(O)C(=O)O.[Pt+2]. Drug 2: CCc1cnn2c(NCc3ccc[n+]([O-])c3)cc(N3CCCCC3CCO)nc12. Cell line: HT29. Synergy scores: synergy=-3.91. (3) Drug 1: CCN(CC)CCNC(=O)c1c(C)[nH]c(C=C2C(=O)Nc3ccc(F)cc32)c1C. Drug 2: CC(C)CC(NC(=O)C(Cc1ccccc1)NC(=O)c1cnccn1)B(O)O. Cell line: UWB1289. Synergy scores: synergy=-11.5. (4) Drug 1: CN(C)C(=N)N=C(N)N. Drug 2: CC(C)CC(NC(=O)C(Cc1ccccc1)NC(=O)c1cnccn1)B(O)O. Cell line: NCIH2122. Synergy scores: synergy=0.349.